From a dataset of Full USPTO retrosynthesis dataset with 1.9M reactions from patents (1976-2016). Predict the reactants needed to synthesize the given product. Given the product [CH3:22][O:21][C:19]([C:10]1[C:11]2[CH2:12][CH2:13][CH2:14][CH2:15][C:16]=2[CH:17]=[CH:18][C:9]=1[NH2:8])=[O:20], predict the reactants needed to synthesize it. The reactants are: C(OC([NH:8][C:9]1[CH:18]=[CH:17][C:16]2[C:11](=[CH:12][CH:13]=[CH:14][CH:15]=2)[C:10]=1[C:19]([OH:21])=[O:20])=O)(C)(C)C.[CH3:22][Si](C=[N+]=[N-])(C)C.